This data is from Reaction yield outcomes from USPTO patents with 853,638 reactions. The task is: Predict the reaction yield, written as a fraction of the theoretical maximum amount of product (1.0 means a 100% yield; for example, 0.34 means a 34% yield). (1) The reactants are [CH2:1]([N:3]1[C:8](=[O:9])CO[C:5]2[CH:10]=[C:11]([N+:14]([O-:16])=[O:15])[CH:12]=[CH:13][C:4]1=2)[CH3:2].I[CH2:18][CH3:19].C(=O)([O-])[O-].[K+].[K+].O.C[N:28]([CH:30]=[O:31])C. No catalyst specified. The product is [CH2:1]([N:3]1[C:4]2[C:5](=[CH:10][C:11]([N+:14]([O-:16])=[O:15])=[CH:12][CH:13]=2)[C:30](=[O:31])[N:28]([CH2:18][CH3:19])[C:8]1=[O:9])[CH3:2]. The yield is 0.697. (2) The reactants are COC1C=CC(C[N:8]2[CH:12]=[C:11]([C:13]3[N:14]=[C:15]([NH:19][C:20]4[CH:25]=[CH:24][C:23]([F:26])=[CH:22][N:21]=4)[S:16][C:17]=3[F:18])[CH:10]=[N:9]2)=CC=1.C([O-])([O-])=O.[Na+].[Na+]. The product is [F:18][C:17]1[S:16][C:15]([NH:19][C:20]2[CH:25]=[CH:24][C:23]([F:26])=[CH:22][N:21]=2)=[N:14][C:13]=1[C:11]1[CH:12]=[N:8][NH:9][CH:10]=1. The yield is 0.950. The catalyst is C(O)(C(F)(F)F)=O. (3) The product is [CH3:22][C:23]1([CH3:31])[O:27][C@@H:26]([CH2:28][O:29]/[N:30]=[C:11]2\[NH:10][C@@H:9]([C:13]3[CH:18]=[CH:17][C:16]([F:19])=[CH:15][C:14]=3[Br:20])[CH2:8][C:6]3[N:7]=[C:2]([NH2:1])[N:3]=[C:4]([CH3:21])[C:5]\2=3)[CH2:25][O:24]1. The catalyst is O1CCOCC1. The reactants are [NH2:1][C:2]1[N:3]=[C:4]([CH3:21])[C:5]2[C:11](=S)[NH:10][C@@H:9]([C:13]3[CH:18]=[CH:17][C:16]([F:19])=[CH:15][C:14]=3[Br:20])[CH2:8][C:6]=2[N:7]=1.[CH3:22][C:23]1([CH3:31])[O:27][C@@H:26]([CH2:28][O:29][NH2:30])[CH2:25][O:24]1. The yield is 0.300. (4) The reactants are C([O:3][P:4]([CH:9]([NH:17][S:18]([C:21]1[S:22][CH:23]=[CH:24][CH:25]=1)(=[O:20])=[O:19])[CH2:10][C:11]1[CH:16]=[CH:15][CH:14]=[CH:13][CH:12]=1)(=[O:8])[O:5]CC)C.Br[Si](C)(C)C. The catalyst is ClCCl. The product is [C:11]1([CH2:10][CH:9]([P:4](=[O:3])([OH:5])[OH:8])[NH:17][S:18]([C:21]2[S:22][CH:23]=[CH:24][CH:25]=2)(=[O:19])=[O:20])[CH:16]=[CH:15][CH:14]=[CH:13][CH:12]=1. The yield is 0.800. (5) The reactants are [CH2:1]([C@@H:3]1[CH2:24][O:23][C:6]2=[C:7]3[C:12](=[CH:13][CH:14]=[C:5]2[N:4]1[CH2:25][C:26](=[CH2:28])[CH3:27])[N:11]=[C:10]([O:15][CH:16]([CH3:18])[CH3:17])[CH:9]=[C:8]3[C:19]([F:22])([F:21])[F:20])[CH3:2].CCN(CC)CC. The catalyst is CCOC(C)=O.[Pd]. The product is [CH2:1]([C@@H:3]1[CH2:24][O:23][C:6]2=[C:7]3[C:12](=[CH:13][CH:14]=[C:5]2[N:4]1[CH2:25][CH:26]([CH3:27])[CH3:28])[N:11]=[C:10]([O:15][CH:16]([CH3:18])[CH3:17])[CH:9]=[C:8]3[C:19]([F:21])([F:20])[F:22])[CH3:2]. The yield is 1.00. (6) The reactants are C([O:3][C:4]([C:6]1[CH:7]=[C:8]2[C:13](=[CH:14][CH:15]=1)[NH:12][CH:11]([C:16]1[CH:21]=[CH:20][CH:19]=[C:18]([NH2:22])[CH:17]=1)[C:10]([CH3:24])([CH3:23])[CH2:9]2)=[O:5])C.Cl. The catalyst is CO.O1CCCC1.[OH-].[Na+].O. The product is [NH2:22][C:18]1[CH:17]=[C:16]([CH:11]2[C:10]([CH3:23])([CH3:24])[CH2:9][C:8]3[C:13](=[CH:14][CH:15]=[C:6]([C:4]([OH:5])=[O:3])[CH:7]=3)[NH:12]2)[CH:21]=[CH:20][CH:19]=1. The yield is 0.880. (7) The reactants are [F:1][C:2]1[CH:3]=[C:4]([C:10]2[C:11]([C:17]3[CH:22]=[CH:21][C:20]([O:23][CH3:24])=[CH:19][CH:18]=3)=[CH:12][C:13](=[O:16])[NH:14][N:15]=2)[CH:5]=[CH:6][C:7]=1[O:8][CH3:9].Cl[CH2:26][CH:27]1[CH2:29][CH2:28]1. No catalyst specified. The product is [CH:27]1([CH2:26][N:14]2[C:13](=[O:16])[CH:12]=[C:11]([C:17]3[CH:18]=[CH:19][C:20]([O:23][CH3:24])=[CH:21][CH:22]=3)[C:10]([C:4]3[CH:5]=[CH:6][C:7]([O:8][CH3:9])=[C:2]([F:1])[CH:3]=3)=[N:15]2)[CH2:29][CH2:28]1. The yield is 0.930. (8) The yield is 0.310. The catalyst is O1CCCC1. The reactants are [C:1]([N:4]1[C:13]2[C:8](=[CH:9][CH:10]=[CH:11][CH:12]=2)[C@H:7]([OH:14])[CH2:6][C@@H:5]1[CH3:15])(=[O:3])[CH3:2].[H-].[Na+].[CH2:18](Br)[C:19]1[CH:24]=[CH:23][CH:22]=[CH:21][CH:20]=1.O. The product is [C:1]([N:4]1[C:13]2[C:8](=[CH:9][CH:10]=[CH:11][CH:12]=2)[C@H:7]([O:14][CH2:18][C:19]2[CH:24]=[CH:23][CH:22]=[CH:21][CH:20]=2)[CH2:6][C@@H:5]1[CH3:15])(=[O:3])[CH3:2]. (9) The reactants are Cl.[CH:2]12[NH:8][CH:5]([CH2:6][CH2:7]1)[CH2:4][CH2:3]2.F[C:10]1[CH:15]=[CH:14][C:13]([N+:16]([O-:18])=[O:17])=[C:12]([C:19]([F:22])([F:21])[F:20])[CH:11]=1.C(N(CC)CC)C. The catalyst is C(#N)C. The product is [N+:16]([C:13]1[CH:14]=[CH:15][C:10]([N:8]2[CH:5]3[CH2:6][CH2:7][CH:2]2[CH2:3][CH2:4]3)=[CH:11][C:12]=1[C:19]([F:20])([F:21])[F:22])([O-:18])=[O:17]. The yield is 0.880. (10) The reactants are [NH2:1][S:2]([C:5]1[CH:10]=[CH:9][C:8]([N:11]2[C:19]3[C:18]4[CH:20]=[C:21]([NH:24][C:25](=[O:33])[C:26]5[CH:31]=[CH:30][CH:29]=[CH:28][C:27]=5[Cl:32])[CH:22]=[CH:23][C:17]=4[CH2:16][CH2:15][C:14]=3[C:13]([C:34]([NH2:36])=[O:35])=[N:12]2)=[CH:7][CH:6]=1)(=[O:4])=[O:3].C(N(CC)CC)C.[C:44](OC(=O)C)(=[O:46])[CH3:45]. The catalyst is C1COCC1.CN(C1C=CN=CC=1)C. The product is [C:44]([NH:1][S:2]([C:5]1[CH:10]=[CH:9][C:8]([N:11]2[C:19]3[C:18]4[CH:20]=[C:21]([NH:24][C:25](=[O:33])[C:26]5[CH:31]=[CH:30][CH:29]=[CH:28][C:27]=5[Cl:32])[CH:22]=[CH:23][C:17]=4[CH2:16][CH2:15][C:14]=3[C:13]([C:34]([NH2:36])=[O:35])=[N:12]2)=[CH:7][CH:6]=1)(=[O:4])=[O:3])(=[O:46])[CH3:45]. The yield is 0.700.